Task: Predict the reactants needed to synthesize the given product.. Dataset: Full USPTO retrosynthesis dataset with 1.9M reactions from patents (1976-2016) (1) Given the product [CH3:21][N:22]1[CH2:27][CH2:26][N:25]([CH2:17][C:16]2[CH:19]=[CH:20][C:13]([N:10]3[CH2:11][CH2:12][CH:7]([CH2:6][N:1]4[CH2:5][CH2:4][CH2:3][CH2:2]4)[CH2:8][CH2:9]3)=[CH:14][CH:15]=2)[CH2:24][CH2:23]1, predict the reactants needed to synthesize it. The reactants are: [N:1]1([CH2:6][CH:7]2[CH2:12][CH2:11][N:10]([C:13]3[CH:20]=[CH:19][C:16]([CH:17]=O)=[CH:15][CH:14]=3)[CH2:9][CH2:8]2)[CH2:5][CH2:4][CH2:3][CH2:2]1.[CH3:21][N:22]1[CH2:27][CH2:26][NH:25][CH2:24][CH2:23]1. (2) Given the product [F:1][C:2]1[CH:10]=[C:9]2[C:5]([C:6]([C:11]3[CH:12]=[CH:13][C:14]4[S:18](=[O:20])(=[O:19])[N:17]([CH2:21][C:22]([OH:24])=[O:23])[CH:16]([CH3:29])[C:15]=4[CH:30]=3)=[CH:7][NH:8]2)=[CH:4][CH:3]=1, predict the reactants needed to synthesize it. The reactants are: [F:1][C:2]1[CH:10]=[C:9]2[C:5]([C:6]([C:11]3[CH:12]=[CH:13][C:14]4[S:18](=[O:20])(=[O:19])[N:17]([CH2:21][C:22]([O:24]C(C)(C)C)=[O:23])[CH:16]([CH3:29])[C:15]=4[CH:30]=3)=[CH:7][NH:8]2)=[CH:4][CH:3]=1. (3) Given the product [C:31]([O:30][CH2:29][C@@H:18]([NH:17][C:16](=[O:35])[O:15][CH2:14][CH:12]1[C:11]2[CH:10]=[CH:9][CH:8]=[CH:7][C:6]=2[C:5]2[C:13]1=[CH:1][CH:2]=[CH:3][CH:4]=2)[C@H:19]([OH:20])[C:21]1[CH:22]=[N:23][C:24]([O:27][CH3:28])=[CH:25][CH:26]=1)([CH3:34])([CH3:32])[CH3:33], predict the reactants needed to synthesize it. The reactants are: [CH:1]1[C:13]2[CH:12]([CH2:14][O:15][C:16](=[O:35])[NH:17][C@@H:18]([CH2:29][O:30][C:31]([CH3:34])([CH3:33])[CH3:32])[C:19]([C:21]3[CH:22]=[N:23][C:24]([O:27][CH3:28])=[CH:25][CH:26]=3)=[O:20])[C:11]3[C:6](=[CH:7][CH:8]=[CH:9][CH:10]=3)[C:5]=2[CH:4]=[CH:3][CH:2]=1.CC([O-])C.CC([O-])C.CC([O-])C.[Al+3].O. (4) Given the product [CH2:1]([N:8]1[C:16]2[C:11](=[CH:12][C:13]([F:20])=[C:14]([N+:17]([O-:19])=[O:18])[CH:15]=2)[C:10]([C:21]([OH:23])=[O:22])=[C:9]1[CH:26]([CH3:28])[CH3:27])[C:2]1[CH:3]=[CH:4][CH:5]=[CH:6][CH:7]=1, predict the reactants needed to synthesize it. The reactants are: [CH2:1]([N:8]1[C:16]2[C:11](=[CH:12][C:13]([F:20])=[C:14]([N+:17]([O-:19])=[O:18])[CH:15]=2)[C:10]([C:21]([O:23]CC)=[O:22])=[C:9]1[CH:26]([CH3:28])[CH3:27])[C:2]1[CH:7]=[CH:6][CH:5]=[CH:4][CH:3]=1.[OH-].[Na+].